Dataset: Buchwald-Hartwig C-N cross coupling reaction yields with 55,370 reactions. Task: Predict the reaction yield, written as a fraction of the theoretical maximum amount of product (1.0 means a 100% yield; for example, 0.34 means a 34% yield). (1) The reactants are Brc1ccccn1.Cc1ccc(N)cc1.O=S(=O)(O[Pd]1c2ccccc2-c2ccccc2N~1)C(F)(F)F.COc1ccc(OC)c(P(C(C)(C)C)C(C)(C)C)c1-c1c(C(C)C)cc(C(C)C)cc1C(C)C.CCN=P(N=P(N(C)C)(N(C)C)N(C)C)(N(C)C)N(C)C.c1ccc2nocc2c1. No catalyst specified. The product is Cc1ccc(Nc2ccccn2)cc1. The yield is 0.145. (2) The reactants are Clc1cccnc1.Cc1ccc(N)cc1.O=S(=O)(O[Pd]1c2ccccc2-c2ccccc2N~1)C(F)(F)F.CC(C)c1cc(C(C)C)c(-c2ccccc2P(C2CCCCC2)C2CCCCC2)c(C(C)C)c1.CN(C)C(=NC(C)(C)C)N(C)C.COC(=O)c1cc(-c2ccco2)on1. No catalyst specified. The product is Cc1ccc(Nc2cccnc2)cc1. The yield is 0.0414. (3) The reactants are CCc1ccc(Br)cc1.Cc1ccc(N)cc1.O=S(=O)(O[Pd]1c2ccccc2-c2ccccc2N~1)C(F)(F)F.CC(C)c1cc(C(C)C)c(-c2ccccc2P(C2CCCCC2)C2CCCCC2)c(C(C)C)c1.CN1CCCN2CCCN=C12.COC(=O)c1cc(-c2cccs2)on1. No catalyst specified. The product is CCc1ccc(Nc2ccc(C)cc2)cc1. The yield is 0.167. (4) The reactants are Clc1cccnc1.Cc1ccc(N)cc1.O=S(=O)(O[Pd]1c2ccccc2-c2ccccc2N~1)C(F)(F)F.CC(C)c1cc(C(C)C)c(-c2ccccc2P(C2CCCCC2)C2CCCCC2)c(C(C)C)c1.CN1CCCN2CCCN=C12.COC(=O)c1cc(-c2cccs2)on1. No catalyst specified. The product is Cc1ccc(Nc2cccnc2)cc1. The yield is 0.0335. (5) The reactants are Clc1cccnc1.Cc1ccc(N)cc1.O=S(=O)(O[Pd]1c2ccccc2-c2ccccc2N~1)C(F)(F)F.CC(C)c1cc(C(C)C)c(-c2ccccc2P(C2CCCCC2)C2CCCCC2)c(C(C)C)c1.CN(C)C(=NC(C)(C)C)N(C)C.CCOC(=O)c1cc(C)on1. No catalyst specified. The product is Cc1ccc(Nc2cccnc2)cc1. The yield is 0.162. (6) No catalyst specified. The product is Cc1ccc(Nc2cccnc2)cc1. The yield is 0.553. The reactants are Ic1cccnc1.Cc1ccc(N)cc1.O=S(=O)(O[Pd]1c2ccccc2-c2ccccc2N~1)C(F)(F)F.COc1ccc(OC)c(P([C@]23C[C@H]4C[C@H](C[C@H](C4)C2)C3)[C@]23C[C@H]4C[C@H](C[C@H](C4)C2)C3)c1-c1c(C(C)C)cc(C(C)C)cc1C(C)C.CN(C)C(=NC(C)(C)C)N(C)C.COC(=O)c1cc(-c2cccs2)on1.